From a dataset of Forward reaction prediction with 1.9M reactions from USPTO patents (1976-2016). Predict the product of the given reaction. (1) The product is: [C:11]([O:15][C:16]([N:18]1[CH:22]=[C:21]([C:2]2[C:3]3[S:9][CH:8]=[C:7]([Br:10])[C:4]=3[S:5][CH:6]=2)[N:20]=[C:19]1[C@@H:36]1[CH2:40][CH2:39][CH2:38][N:37]1[C:41]([O:43][C:44]([CH3:47])([CH3:46])[CH3:45])=[O:42])=[O:17])([CH3:14])([CH3:13])[CH3:12]. Given the reactants Br[C:2]1[C:3]2[S:9][CH:8]=[C:7]([Br:10])[C:4]=2[S:5][CH:6]=1.[C:11]([O:15][C:16]([N:18]1[C:22]([Sn](CCCC)(CCCC)CCCC)=[CH:21][N:20]=[C:19]1[C@@H:36]1[CH2:40][CH2:39][CH2:38][N:37]1[C:41]([O:43][C:44]([CH3:47])([CH3:46])[CH3:45])=[O:42])=[O:17])([CH3:14])([CH3:13])[CH3:12].C(OC(N1CCC[C@H]1C1NC(C2SC3C=C(C4C=CC(C5NC([C@@H]6CCCN6C(=O)[C@@H](NC(OC)=O)C(C)C)=NC=5)=CC=4)SC=3C=2)=CN=1)=O)(C)(C)C, predict the reaction product. (2) The product is: [Cl:1][C:2]1[C:10]([CH3:11])=[N:9][C:8]2[N:4]([N:5]=[C:6]3[CH2:14][N:13]([C:15]([C:17]4[CH:22]=[CH:21][CH:20]=[CH:19][C:18]=4[O:23][CH:24]4[CH2:29][CH2:28][N:27]([S:32]([CH3:31])(=[O:34])=[O:33])[CH2:26][CH2:25]4)=[O:16])[CH2:12][C:7]3=2)[C:3]=1[CH3:30]. Given the reactants [Cl:1][C:2]1[C:10]([CH3:11])=[N:9][C:8]2[N:4]([N:5]=[C:6]3[CH2:14][N:13]([C:15]([C:17]4[CH:22]=[CH:21][CH:20]=[CH:19][C:18]=4[O:23][CH:24]4[CH2:29][CH2:28][NH:27][CH2:26][CH2:25]4)=[O:16])[CH2:12][C:7]3=2)[C:3]=1[CH3:30].[CH3:31][S:32](Cl)(=[O:34])=[O:33], predict the reaction product. (3) Given the reactants O[C:2]([CH3:14])([CH3:13])[CH2:3][CH2:4][NH:5][C:6](=[O:12])[O:7][C:8]([CH3:11])([CH3:10])[CH3:9].[O:15]([CH2:22][C:23]1[CH:27]=[C:26]([C:28]([O:30][CH2:31][CH3:32])=[O:29])[NH:25][N:24]=1)[C:16]1[CH:21]=[CH:20][CH:19]=[CH:18][CH:17]=1, predict the reaction product. The product is: [C:8]([O:7][C:6]([NH:5][CH2:4][CH2:3][C:2]([N:25]1[C:26]([C:28]([O:30][CH2:31][CH3:32])=[O:29])=[CH:27][C:23]([CH2:22][O:15][C:16]2[CH:21]=[CH:20][CH:19]=[CH:18][CH:17]=2)=[N:24]1)([CH3:14])[CH3:13])=[O:12])([CH3:11])([CH3:10])[CH3:9]. (4) Given the reactants [CH2:1]([N:3]1[C:7]([CH:8](OC)[C:9]2[C:17]3[C:12](=[N:13][CH:14]=[CH:15][CH:16]=3)[NH:11][CH:10]=2)=[CH:6][C:5]([NH:20][CH2:21][C:22]2[CH:27]=[CH:26][C:25]([F:28])=[CH:24][CH:23]=2)=[N:4]1)[CH3:2].C(#N)C.C([SiH](CC)CC)C.FC(F)(F)C(O)=O.C(=O)([O-])[O-].[K+].[K+], predict the reaction product. The product is: [CH2:1]([N:3]1[C:7]([CH2:8][C:9]2[C:17]3[C:12](=[N:13][CH:14]=[CH:15][CH:16]=3)[NH:11][CH:10]=2)=[CH:6][C:5]([NH:20][CH2:21][C:22]2[CH:23]=[CH:24][C:25]([F:28])=[CH:26][CH:27]=2)=[N:4]1)[CH3:2]. (5) The product is: [C:1]1([C:7]2[N:11]=[CH:10][N:9]([CH2:13][CH2:14][C:15]([OH:17])=[O:16])[N:8]=2)[CH:2]=[CH:3][CH:4]=[CH:5][CH:6]=1. Given the reactants [C:1]1([C:7]2[N:11]=[CH:10][NH:9][N:8]=2)[CH:6]=[CH:5][CH:4]=[CH:3][CH:2]=1.Cl[CH2:13][CH2:14][C:15]([OH:17])=[O:16].[OH-].[Na+].Cl, predict the reaction product. (6) Given the reactants [CH3:1][CH2:2][CH:3](O)[CH2:4][CH3:5].[Cl:7][C:8]1[CH:9]=[C:10]([CH:13]=[CH:14][C:15]=1[OH:16])[C:11]#[N:12].C1C=CC(P(C2C=CC=CC=2)C2C=CC=CC=2)=CC=1.CC(OC(/N=N/C(OC(C)C)=O)=O)C, predict the reaction product. The product is: [Cl:7][C:8]1[CH:9]=[C:10]([CH:13]=[CH:14][C:15]=1[O:16][CH:3]([CH2:4][CH3:5])[CH2:2][CH3:1])[C:11]#[N:12]. (7) Given the reactants Cl[C:2]1[N:7]=[C:6]([NH:8][C:9]2[CH:10]=[N:11][C:12]3[C:17]([CH:18]=2)=[CH:16][CH:15]=[CH:14][CH:13]=3)[CH:5]=[CH:4][N:3]=1.[NH2:19][C:20]1[CH:25]=[CH:24][C:23]([CH2:26][CH2:27][C:28]([N:30]2[CH2:34][CH2:33][CH2:32][CH2:31]2)=O)=[C:22]([O:35][CH3:36])[CH:21]=1.C(O)(C(F)(F)F)=[O:38].CCN(CC)CC, predict the reaction product. The product is: [CH3:36][O:35][C:22]1[CH:21]=[C:20]([NH:19][C:2]2[N:7]=[C:6]([NH:8][C:9]3[CH:10]=[N:11][C:12]4[C:17]([CH:18]=3)=[CH:16][CH:15]=[CH:14][CH:13]=4)[CH:5]=[CH:4][N:3]=2)[CH:25]=[CH:24][C:23]=1[CH2:26][C:27](=[O:38])[CH2:28][N:30]1[CH2:34][CH2:33][CH2:32][CH2:31]1.